This data is from Full USPTO retrosynthesis dataset with 1.9M reactions from patents (1976-2016). The task is: Predict the reactants needed to synthesize the given product. (1) The reactants are: [NH2:1][CH2:2][CH2:3][O:4][CH2:5][CH2:6]O[CH2:6][CH2:5][O:4][CH2:3][CH2:2][NH2:1].[NH2:14][CH:15](C)[CH2:16][O:17][CH:18](C)[CH:19]([NH2:22])CC.NC(C)COC(C)COC(C)CN.NCCCCOCCCCN.NCCCCOCCCCOCCCCN. Given the product [NH2:1][CH2:2][CH2:3][O:4][CH2:5][CH2:6][NH:22][CH2:19][CH2:18][O:17][CH2:16][CH2:15][NH2:14], predict the reactants needed to synthesize it. (2) Given the product [C:16]([O:20][C:21]([N:23]1[CH2:28][CH2:27][CH:26]([NH:29][CH2:13][CH:11]([OH:12])[CH2:10][O:9][C:8]2[CH:14]=[CH:15][C:5]([CH2:4][CH2:3][O:2][CH3:1])=[CH:6][CH:7]=2)[CH2:25][CH2:24]1)=[O:22])([CH3:19])([CH3:17])[CH3:18], predict the reactants needed to synthesize it. The reactants are: [CH3:1][O:2][CH2:3][CH2:4][C:5]1[CH:15]=[CH:14][C:8]([O:9][CH2:10][CH:11]2[CH2:13][O:12]2)=[CH:7][CH:6]=1.[C:16]([O:20][C:21]([N:23]1[CH2:28][CH2:27][CH:26]([NH2:29])[CH2:25][CH2:24]1)=[O:22])([CH3:19])([CH3:18])[CH3:17].